This data is from Full USPTO retrosynthesis dataset with 1.9M reactions from patents (1976-2016). The task is: Predict the reactants needed to synthesize the given product. (1) Given the product [CH:27]1[CH:32]=[C:31]([Cl:33])[CH:30]=[C:29]([C:34]([OH:36])=[O:35])[CH:28]=1, predict the reactants needed to synthesize it. The reactants are: C1C2C[C@H]3N(CC4CC4)CC[C@]45[C@H](C(CC[C@@]34O)=O)OC(C=25)=C(O)C=1.Cl.[CH:27]1[CH:32]=[C:31]([Cl:33])[CH:30]=[C:29]([C:34]([O:36]O)=[O:35])[CH:28]=1. (2) Given the product [F:20][C:21]1[CH:26]=[CH:25][C:24]([CH3:30])=[C:23]([C:2]2[CH:3]=[N:4][C:5]3[N:6]([CH:8]=[C:9]([CH2:11][O:12][C:13]4[CH:18]=[CH:17][C:16]([F:19])=[CH:15][CH:14]=4)[N:10]=3)[CH:7]=2)[CH:22]=1, predict the reactants needed to synthesize it. The reactants are: Br[C:2]1[CH:3]=[N:4][C:5]2[N:6]([CH:8]=[C:9]([CH2:11][O:12][C:13]3[CH:18]=[CH:17][C:16]([F:19])=[CH:15][CH:14]=3)[N:10]=2)[CH:7]=1.[F:20][C:21]1[CH:22]=[CH:23][C:24]([CH3:30])=[C:25](B(O)O)[CH:26]=1. (3) Given the product [C:22]([O:21][C:20]([NH:19][CH2:18][CH2:17][NH:16][S:12]([C:3]1[C:4]([Cl:11])=[CH:5][CH:6]=[C:7]([N+:8]([O-:10])=[O:9])[C:2]=1[Cl:1])(=[O:14])=[O:13])=[O:26])([CH3:25])([CH3:24])[CH3:23], predict the reactants needed to synthesize it. The reactants are: [Cl:1][C:2]1[C:7]([N+:8]([O-:10])=[O:9])=[CH:6][CH:5]=[C:4]([Cl:11])[C:3]=1[S:12](Cl)(=[O:14])=[O:13].[NH2:16][CH2:17][CH2:18][NH:19][C:20](=[O:26])[O:21][C:22]([CH3:25])([CH3:24])[CH3:23].C(N(CC)CC)C. (4) Given the product [C:12]([O:11][C:10]([NH:9][C@H:6]1[CH2:5][CH2:4][C@H:3]([CH2:2][O:1][S:23]([C:26]([F:29])([F:28])[F:27])(=[O:25])=[O:24])[CH2:8][CH2:7]1)=[O:16])([CH3:13])([CH3:15])[CH3:14], predict the reactants needed to synthesize it. The reactants are: [OH:1][CH2:2][C@H:3]1[CH2:8][CH2:7][C@H:6]([NH:9][C:10](=[O:16])[O:11][C:12]([CH3:15])([CH3:14])[CH3:13])[CH2:5][CH2:4]1.N1C=CC=CC=1.[S:23](O[S:23]([C:26]([F:29])([F:28])[F:27])(=[O:25])=[O:24])([C:26]([F:29])([F:28])[F:27])(=[O:25])=[O:24]. (5) Given the product [Cl:38][C:30]1[C:31]([C:35]([NH2:37])=[O:36])=[N:32][CH:33]=[CH:34][C:29]=1[O:28][C:27]1[CH:39]=[CH:40][C:24]([NH:23][C:15]([C:10]2[C:9](=[O:18])[N:8]([C:5]3[CH:4]=[CH:3][C:2]([F:1])=[CH:7][CH:6]=3)[CH:13]=[CH:12][C:11]=2[I:14])=[O:17])=[CH:25][C:26]=1[F:41], predict the reactants needed to synthesize it. The reactants are: [F:1][C:2]1[CH:7]=[CH:6][C:5]([N:8]2[CH:13]=[CH:12][C:11]([I:14])=[C:10]([C:15]([OH:17])=O)[C:9]2=[O:18])=[CH:4][CH:3]=1.S(Cl)(Cl)=O.[NH2:23][C:24]1[CH:40]=[CH:39][C:27]([O:28][C:29]2[CH:34]=[CH:33][N:32]=[C:31]([C:35]([NH2:37])=[O:36])[C:30]=2[Cl:38])=[C:26]([F:41])[CH:25]=1.C(N(CC)C(C)C)(C)C. (6) Given the product [NH2:30][C:22]1[N:23]=[C:24]([C:26]([F:29])([F:27])[F:28])[CH:25]=[C:20]([O:14][CH2:13][C:10]2[CH:11]=[CH:12][C:7]([CH2:6][NH:5][C:3](=[O:4])[C:2]([F:15])([F:16])[F:1])=[CH:8][CH:9]=2)[N:21]=1, predict the reactants needed to synthesize it. The reactants are: [F:1][C:2]([F:16])([F:15])[C:3]([NH:5][CH2:6][C:7]1[CH:12]=[CH:11][C:10]([CH2:13][OH:14])=[CH:9][CH:8]=1)=[O:4].[H-].[Na+].Cl[C:20]1[CH:25]=[C:24]([C:26]([F:29])([F:28])[F:27])[N:23]=[C:22]([NH2:30])[N:21]=1.O. (7) Given the product [CH3:1][C:2]1[CH:7]=[CH:6][C:5]([S:8]([NH:11][C:12]2[CH:13]=[CH:14][CH:15]=[C:16]3[C:20]=2[NH:19][C:18]([C:21]([OH:23])=[O:22])=[CH:17]3)(=[O:9])=[O:10])=[CH:4][CH:3]=1, predict the reactants needed to synthesize it. The reactants are: [CH3:1][C:2]1[CH:7]=[CH:6][C:5]([S:8]([NH:11][C:12]2[CH:13]=[CH:14][CH:15]=[C:16]3[C:20]=2[NH:19][C:18]([C:21]([O:23]CC)=[O:22])=[CH:17]3)(=[O:10])=[O:9])=[CH:4][CH:3]=1.CO.[OH-].[K+].C(O)(=O)CC(CC(O)=O)(C(O)=O)O.